This data is from Catalyst prediction with 721,799 reactions and 888 catalyst types from USPTO. The task is: Predict which catalyst facilitates the given reaction. (1) Reactant: C[O:2][C:3](=O)[C:4]1[C:9]([N+:10]([O-:12])=[O:11])=[CH:8][CH:7]=[C:6]([O:13][CH3:14])[C:5]=1[CH2:15]Br.[CH3:18][NH2:19]. Product: [CH3:14][O:13][C:6]1[CH:7]=[CH:8][C:9]([N+:10]([O-:12])=[O:11])=[C:4]2[C:5]=1[CH2:15][N:19]([CH3:18])[C:3]2=[O:2]. The catalyst class is: 1. (2) Reactant: C(OC(=O)[N:7]([C:19]1[CH:24]=[CH:23][C:22]([CH:25]([C:27]2[C:35]3[C:30](=[N:31][CH:32]=[C:33]([O:36][CH3:37])[CH:34]=3)[N:29]([S:38]([C:41]3[CH:46]=[CH:45][CH:44]=[CH:43][CH:42]=3)(=[O:40])=[O:39])[CH:28]=2)O)=[C:21]([F:47])[N:20]=1)[CH2:8][C:9]1[CH:10]=[N:11][C:12]([C:15]([F:18])([F:17])[F:16])=[CH:13][CH:14]=1)(C)(C)C.C([SiH](CC)CC)C.FC(F)(F)C(O)=O.C(=O)([O-])[O-].[K+].[K+]. Product: [C:41]1([S:38]([N:29]2[C:30]3=[N:31][CH:32]=[C:33]([O:36][CH3:37])[CH:34]=[C:35]3[C:27]([CH2:25][C:22]3[CH:23]=[CH:24][C:19]([NH:7][CH2:8][C:9]4[CH:10]=[N:11][C:12]([C:15]([F:16])([F:17])[F:18])=[CH:13][CH:14]=4)=[N:20][C:21]=3[F:47])=[CH:28]2)(=[O:39])=[O:40])[CH:42]=[CH:43][CH:44]=[CH:45][CH:46]=1. The catalyst class is: 10.